This data is from Human liver microsome stability data. The task is: Regression/Classification. Given a drug SMILES string, predict its absorption, distribution, metabolism, or excretion properties. Task type varies by dataset: regression for continuous measurements (e.g., permeability, clearance, half-life) or binary classification for categorical outcomes (e.g., BBB penetration, CYP inhibition). Dataset: hlm. (1) The compound is Cc1nn(C)c(COc2ccc(N3CCN(S(=O)(=O)N(C)C)CC3)cc2)c1-c1cccc2c(CCCOc3cccc4ccccc34)c(C(=O)O)n(CCN3CCN(C(=O)COc4cccc5c4C(=O)N(C4CCC(=O)NC4=O)C5=O)CC3)c12. The result is 0 (unstable in human liver microsomes). (2) The compound is Fc1ccc(OC[C@@H]2CC[C@H]3CN(c4ncc(F)cn4)CCN3C2)cc1. The result is 1 (stable in human liver microsomes). (3) The drug is CNC(=O)[C@@H](NC(=O)c1ccc(-c2ccc(CNc3nc(O)c4c(n3)CCC4)c(F)c2)o1)C(C)C. The result is 1 (stable in human liver microsomes). (4) The drug is CC(CNC(=O)c1cccn2c(=O)c3cc4ccccc4cc3nc12)N(C)C. The result is 0 (unstable in human liver microsomes). (5) The compound is CNc1nc(N2CCCc3cc(OC)ccc32)c2ccccc2n1. The result is 1 (stable in human liver microsomes). (6) The drug is O=C(NO)c1sc2ccccc2c1S(=O)(=O)c1ccccc1. The result is 0 (unstable in human liver microsomes). (7) The drug is CC1CC(N2CCN(C3CCc4ccc(OCc5noc(-c6ccc(Cl)cc6)n5)cc43)CC2)CC1C. The result is 1 (stable in human liver microsomes).